This data is from Forward reaction prediction with 1.9M reactions from USPTO patents (1976-2016). The task is: Predict the product of the given reaction. (1) Given the reactants Br[CH2:2][C:3]1[CH:8]=[CH:7][CH:6]=[CH:5][N:4]=1.[N:9]1([C:15]([O:17][C:18]([CH3:21])([CH3:20])[CH3:19])=[O:16])[CH2:14][CH2:13][NH:12][CH2:11][CH2:10]1, predict the reaction product. The product is: [N:4]1[CH:5]=[CH:6][CH:7]=[CH:8][C:3]=1[CH2:2][N:12]1[CH2:11][CH2:10][N:9]([C:15]([O:17][C:18]([CH3:21])([CH3:20])[CH3:19])=[O:16])[CH2:14][CH2:13]1. (2) Given the reactants [CH3:1][O:2][C:3]1[CH:4]=[C:5]([CH:25]=[CH:26][C:27]=1[O:28][CH3:29])[C:6]1[O:7][C:8]2[C:13]([C:14](=[O:16])[CH:15]=1)=[C:12]([O:17][CH3:18])[C:11]([O:19][CH3:20])=[C:10]([O:21][CH3:22])[C:9]=2[O:23][CH3:24].[N+:30]([O-])([OH:32])=[O:31].S(=O)(=O)(O)O, predict the reaction product. The product is: [N+:30]([C:25]1[CH:26]=[C:27]([O:28][CH3:29])[C:3]([O:2][CH3:1])=[CH:4][C:5]=1[C:6]1[O:7][C:8]2[C:13]([C:14](=[O:16])[CH:15]=1)=[C:12]([O:17][CH3:18])[C:11]([O:19][CH3:20])=[C:10]([O:21][CH3:22])[C:9]=2[O:23][CH3:24])([O-:32])=[O:31]. (3) Given the reactants [Cl:1][C:2]1[CH:7]=[CH:6][C:5]([C:8]2[N:9]=[C:10]([NH:13][C:14]3[CH:19]=[CH:18][C:17]([C:20]([F:23])([F:22])[F:21])=[CH:16][CH:15]=3)[S:11][CH:12]=2)=[CH:4][CH:3]=1.Br[CH2:25][C:26]1[CH:35]=[CH:34][C:29]([C:30]([O:32][CH3:33])=[O:31])=[CH:28][CH:27]=1.C(=O)([O-])[O-].[K+].[K+].[I-].[Na+], predict the reaction product. The product is: [CH3:33][O:32][C:30](=[O:31])[C:29]1[CH:34]=[CH:35][C:26]([CH2:25][N:13]([C:10]2[S:11][CH:12]=[C:8]([C:5]3[CH:4]=[CH:3][C:2]([Cl:1])=[CH:7][CH:6]=3)[N:9]=2)[C:14]2[CH:19]=[CH:18][C:17]([C:20]([F:21])([F:23])[F:22])=[CH:16][CH:15]=2)=[CH:27][CH:28]=1.